From a dataset of Full USPTO retrosynthesis dataset with 1.9M reactions from patents (1976-2016). Predict the reactants needed to synthesize the given product. Given the product [CH:18]([N:13]1[C:12]([C:30]2[S:29][CH:33]=[CH:32][CH:31]=2)=[C:11]2[C:15]([CH2:16][CH2:17][NH:8][CH2:9][CH2:10]2)=[N:14]1)([CH3:19])[CH3:20], predict the reactants needed to synthesize it. The reactants are: C(OC([N:8]1[CH2:17][CH2:16][C:15]2[C:11](=[C:12](OS(C(F)(F)F)(=O)=O)[N:13]([CH:18]([CH3:20])[CH3:19])[N:14]=2)[CH2:10][CH2:9]1)=O)(C)(C)C.[S:29]1[CH:33]=[CH:32][CH:31]=[C:30]1B(O)O.